This data is from NCI-60 drug combinations with 297,098 pairs across 59 cell lines. The task is: Regression. Given two drug SMILES strings and cell line genomic features, predict the synergy score measuring deviation from expected non-interaction effect. (1) Drug 1: CC1C(C(=O)NC(C(=O)N2CCCC2C(=O)N(CC(=O)N(C(C(=O)O1)C(C)C)C)C)C(C)C)NC(=O)C3=C4C(=C(C=C3)C)OC5=C(C(=O)C(=C(C5=N4)C(=O)NC6C(OC(=O)C(N(C(=O)CN(C(=O)C7CCCN7C(=O)C(NC6=O)C(C)C)C)C)C(C)C)C)N)C. Drug 2: CC1=C(C=C(C=C1)C(=O)NC2=CC(=CC(=C2)C(F)(F)F)N3C=C(N=C3)C)NC4=NC=CC(=N4)C5=CN=CC=C5. Cell line: SK-OV-3. Synergy scores: CSS=23.8, Synergy_ZIP=2.51, Synergy_Bliss=6.71, Synergy_Loewe=-12.9, Synergy_HSA=6.35. (2) Drug 1: CC=C1C(=O)NC(C(=O)OC2CC(=O)NC(C(=O)NC(CSSCCC=C2)C(=O)N1)C(C)C)C(C)C. Drug 2: CCC1(C2=C(COC1=O)C(=O)N3CC4=CC5=C(C=CC(=C5CN(C)C)O)N=C4C3=C2)O.Cl. Cell line: HCT-15. Synergy scores: CSS=13.2, Synergy_ZIP=-0.177, Synergy_Bliss=4.68, Synergy_Loewe=-5.07, Synergy_HSA=-1.69. (3) Drug 1: CC1C(C(CC(O1)OC2CC(OC(C2O)C)OC3=CC4=CC5=C(C(=O)C(C(C5)C(C(=O)C(C(C)O)O)OC)OC6CC(C(C(O6)C)O)OC7CC(C(C(O7)C)O)OC8CC(C(C(O8)C)O)(C)O)C(=C4C(=C3C)O)O)O)O. Drug 2: C(CCl)NC(=O)N(CCCl)N=O. Cell line: OVCAR-8. Synergy scores: CSS=34.0, Synergy_ZIP=-0.0752, Synergy_Bliss=1.53, Synergy_Loewe=-17.9, Synergy_HSA=0.643. (4) Synergy scores: CSS=8.47, Synergy_ZIP=-3.24, Synergy_Bliss=1.92, Synergy_Loewe=-4.81, Synergy_HSA=0.00111. Cell line: NCI-H460. Drug 1: C1=CC(=CC=C1C#N)C(C2=CC=C(C=C2)C#N)N3C=NC=N3. Drug 2: C1=NC2=C(N1)C(=S)N=CN2.